From a dataset of NCI-60 drug combinations with 297,098 pairs across 59 cell lines. Regression. Given two drug SMILES strings and cell line genomic features, predict the synergy score measuring deviation from expected non-interaction effect. (1) Drug 1: CC1=C(C=C(C=C1)NC(=O)C2=CC=C(C=C2)CN3CCN(CC3)C)NC4=NC=CC(=N4)C5=CN=CC=C5. Drug 2: CC1C(C(CC(O1)OC2CC(OC(C2O)C)OC3=CC4=CC5=C(C(=O)C(C(C5)C(C(=O)C(C(C)O)O)OC)OC6CC(C(C(O6)C)O)OC7CC(C(C(O7)C)O)OC8CC(C(C(O8)C)O)(C)O)C(=C4C(=C3C)O)O)O)O. Cell line: HT29. Synergy scores: CSS=54.6, Synergy_ZIP=2.48, Synergy_Bliss=1.51, Synergy_Loewe=-25.4, Synergy_HSA=-1.77. (2) Drug 1: CC1OCC2C(O1)C(C(C(O2)OC3C4COC(=O)C4C(C5=CC6=C(C=C35)OCO6)C7=CC(=C(C(=C7)OC)O)OC)O)O. Drug 2: CCC1=C2N=C(C=C(N2N=C1)NCC3=C[N+](=CC=C3)[O-])N4CCCCC4CCO. Cell line: NCI-H460. Synergy scores: CSS=72.9, Synergy_ZIP=-0.209, Synergy_Bliss=-1.81, Synergy_Loewe=-3.72, Synergy_HSA=0.968.